From a dataset of NCI-60 drug combinations with 297,098 pairs across 59 cell lines. Regression. Given two drug SMILES strings and cell line genomic features, predict the synergy score measuring deviation from expected non-interaction effect. (1) Drug 1: C1=C(C(=O)NC(=O)N1)F. Drug 2: C1=CC(=CC=C1C#N)C(C2=CC=C(C=C2)C#N)N3C=NC=N3. Cell line: DU-145. Synergy scores: CSS=37.4, Synergy_ZIP=-0.399, Synergy_Bliss=-1.21, Synergy_Loewe=-2.83, Synergy_HSA=-0.636. (2) Drug 1: C1=CC(=CC=C1C#N)C(C2=CC=C(C=C2)C#N)N3C=NC=N3. Drug 2: C1CN1C2=NC(=NC(=N2)N3CC3)N4CC4. Cell line: MOLT-4. Synergy scores: CSS=65.2, Synergy_ZIP=1.46, Synergy_Bliss=-0.320, Synergy_Loewe=-17.0, Synergy_HSA=-3.08.